Dataset: Forward reaction prediction with 1.9M reactions from USPTO patents (1976-2016). Task: Predict the product of the given reaction. (1) Given the reactants C([O-])(O)=O.[Na+].N[C:7]1[C:8]([Cl:14])=[N:9][C:10]([CH3:13])=[CH:11][CH:12]=1.[Br:15][C:16]1[CH:17]=[C:18]([C:23](Cl)=[O:24])[C:19]([Cl:22])=[N:20][CH:21]=1.BrC1C=C(C(O)=O)C(O)=[N:31]C=1.O=S(Cl)Cl, predict the reaction product. The product is: [Br:15][C:16]1[CH:17]=[C:18]([C:23]([NH:31][C:11]2[C:10]([CH3:13])=[N:9][C:8]([Cl:14])=[CH:7][CH:12]=2)=[O:24])[C:19]([Cl:22])=[N:20][CH:21]=1. (2) Given the reactants [C@@H:1]1([N:9]2[C:19]3[N:18]=[C:16]([NH2:17])[NH:15][C:13](=[O:14])[C:12]=3[N:11]=[CH:10]2)[O:8][C@H:5]([CH2:6][OH:7])[C@@H:3]([OH:4])[CH2:2]1.C(O[C:23](OCC)([N:25]([CH3:27])[CH3:26])[CH3:24])C, predict the reaction product. The product is: [CH3:26][N:25]([CH3:27])[C:23](=[N:17][C:16]1[NH:15][C:13](=[O:14])[C:12]2[N:11]=[CH:10][N:9]([C:19]=2[N:18]=1)[C@@H:1]1[O:8][C@H:5]([CH2:6][OH:7])[C@@H:3]([OH:4])[CH2:2]1)[CH3:24]. (3) The product is: [CH2:1]([N:8]1[CH2:13][CH2:12][N:11]([C:14]([O:16][C:17]([CH3:18])([CH3:19])[CH3:20])=[O:15])[C@H:10]([CH:21]([OH:22])[CH:23]([CH3:25])[CH3:24])[CH2:9]1)[C:2]1[CH:7]=[CH:6][CH:5]=[CH:4][CH:3]=1. Given the reactants [CH2:1]([N:8]1[CH2:13][CH2:12][N:11]([C:14]([O:16][C:17]([CH3:20])([CH3:19])[CH3:18])=[O:15])[C@H:10]([CH:21]=[O:22])[CH2:9]1)[C:2]1[CH:7]=[CH:6][CH:5]=[CH:4][CH:3]=1.[CH:23]([Mg]Br)([CH3:25])[CH3:24].[Cl-].[NH4+], predict the reaction product. (4) Given the reactants [CH3:1][C:2]([CH3:11])([CH2:5][CH2:6][CH2:7][CH2:8][CH2:9][CH3:10])[CH2:3][OH:4].C1C=C[NH+]=CC=1.[O-][Cr](Cl)(=O)=O, predict the reaction product. The product is: [CH3:1][C:2]([CH3:11])([CH2:5][CH2:6][CH2:7][CH2:8][CH2:9][CH3:10])[CH:3]=[O:4]. (5) Given the reactants [CH3:1][O:2][N:3]1[CH2:33][CH2:32][C:6]2([N:10]([O:11][CH2:12][CH2:13][S:14][CH3:15])[C:9](=[O:16])[C:8]([C:17]3[C:22]([CH3:23])=[CH:21][C:20]([CH3:24])=[CH:19][C:18]=3[CH3:25])=[C:7]2[O:26][C:27](=[O:31])[O:28][CH2:29][CH3:30])[CH2:5][CH2:4]1.ClC1C=CC=C(C(OO)=[O:42])C=1.S(S([O-])=O)([O-])(=O)=O.[Na+].[Na+], predict the reaction product. The product is: [CH3:15][S:14]([CH2:13][CH2:12][O:11][N:10]1[C:6]2([CH2:5][CH2:4][N:3]([O:2][CH3:1])[CH2:33][CH2:32]2)[C:7]([O:26][C:27](=[O:31])[O:28][CH2:29][CH3:30])=[C:8]([C:17]2[C:22]([CH3:23])=[CH:21][C:20]([CH3:24])=[CH:19][C:18]=2[CH3:25])[C:9]1=[O:16])=[O:42]. (6) Given the reactants [CH2:1]([O:3][C:4](=[O:19])[CH2:5][CH:6]1[O:10][B:9]([OH:11])[C:8]2[CH:12]=[C:13]([OH:18])[CH:14]=[C:15]([CH2:16]Br)[C:7]1=2)[CH3:2].[N-:20]=[N+:21]=[N-:22].[Na+], predict the reaction product. The product is: [CH2:1]([O:3][C:4](=[O:19])[CH2:5][CH:6]1[O:10][B:9]([OH:11])[C:8]2[CH:12]=[C:13]([OH:18])[CH:14]=[C:15]([CH2:16][N:20]=[N+:21]=[N-:22])[C:7]1=2)[CH3:2]. (7) Given the reactants C([N-]C(C)C)(C)C.[Li+].[N:9]1[CH:14]=[CH:13][C:12]([CH3:15])=[CH:11][CH:10]=1.CON(C)[C:19](=[O:26])[C:20]1[CH:25]=[CH:24][CH:23]=[CH:22][CH:21]=1, predict the reaction product. The product is: [C:20]1([C:19](=[O:26])[CH2:15][C:12]2[CH:13]=[CH:14][N:9]=[CH:10][CH:11]=2)[CH:25]=[CH:24][CH:23]=[CH:22][CH:21]=1. (8) Given the reactants [H-].[H-].[H-].[H-].[Li+].[Al+3].[C:7]([O:11][C:12]([N:14]1[CH2:18][C@@H:17]([N:19]([CH2:32][C:33]2[CH:38]=[C:37]([C:39]([F:42])([F:41])[F:40])[CH:36]=[C:35]([C:43]([F:46])([F:45])[F:44])[CH:34]=2)[C:20]2[N:25]=[CH:24][C:23]([CH2:26][CH2:27][C:28](OC)=[O:29])=[CH:22][N:21]=2)[CH2:16][C@H:15]1[CH2:47][CH3:48])=[O:13])([CH3:10])([CH3:9])[CH3:8], predict the reaction product. The product is: [C:7]([O:11][C:12]([N:14]1[CH2:18][C@@H:17]([N:19]([CH2:32][C:33]2[CH:34]=[C:35]([C:43]([F:46])([F:44])[F:45])[CH:36]=[C:37]([C:39]([F:40])([F:41])[F:42])[CH:38]=2)[C:20]2[N:21]=[CH:22][C:23]([CH2:26][CH2:27][CH2:28][OH:29])=[CH:24][N:25]=2)[CH2:16][C@H:15]1[CH2:47][CH3:48])=[O:13])([CH3:10])([CH3:9])[CH3:8]. (9) Given the reactants Cl[C:2]1[N:7]=[C:6]([C:8]2[CH:13]=[CH:12][CH:11]=[CH:10][CH:9]=2)[CH:5]=[CH:4][N:3]=1.[NH2:14][C:15]1[CH:20]=[CH:19][C:18]([CH2:21][C:22]([OH:24])=[O:23])=[CH:17][CH:16]=1.C(N(C(C)C)CC)(C)C.C1COCC1, predict the reaction product. The product is: [C:8]1([C:6]2[CH:5]=[CH:4][N:3]=[C:2]([NH:14][C:15]3[CH:16]=[CH:17][C:18]([CH2:21][C:22]([OH:24])=[O:23])=[CH:19][CH:20]=3)[N:7]=2)[CH:13]=[CH:12][CH:11]=[CH:10][CH:9]=1. (10) Given the reactants [Cl:1][C:2]1[CH:7]=[C:6]([OH:8])[CH:5]=[CH:4][C:3]=1[CH:9]([CH3:28])[C:10]([C:16]1[CH:17]=[CH:18][C:19]2[O:24][CH2:23][C:22](=[O:25])[N:21]([CH3:26])[C:20]=2[CH:27]=1)([OH:15])[C:11]([F:14])([F:13])[F:12].[CH3:29][O:30][C:31](=[O:40])[C:32]1[C:37]([Cl:38])=[CH:36][C:35](Cl)=[N:34][CH:33]=1.C1N2CCN(CC2)C1, predict the reaction product. The product is: [CH3:29][O:30][C:31](=[O:40])[C:32]1[C:37]([Cl:38])=[CH:36][C:35]([O:8][C:6]2[CH:5]=[CH:4][C:3]([CH:9]([CH3:28])[C:10]([OH:15])([C:16]3[CH:17]=[CH:18][C:19]4[O:24][CH2:23][C:22](=[O:25])[N:21]([CH3:26])[C:20]=4[CH:27]=3)[C:11]([F:12])([F:13])[F:14])=[C:2]([Cl:1])[CH:7]=2)=[N:34][CH:33]=1.